Dataset: NCI-60 drug combinations with 297,098 pairs across 59 cell lines. Task: Regression. Given two drug SMILES strings and cell line genomic features, predict the synergy score measuring deviation from expected non-interaction effect. (1) Drug 1: CC12CCC3C(C1CCC2O)C(CC4=C3C=CC(=C4)O)CCCCCCCCCS(=O)CCCC(C(F)(F)F)(F)F. Drug 2: COCCOC1=C(C=C2C(=C1)C(=NC=N2)NC3=CC=CC(=C3)C#C)OCCOC.Cl. Cell line: IGROV1. Synergy scores: CSS=11.2, Synergy_ZIP=4.21, Synergy_Bliss=3.44, Synergy_Loewe=-3.62, Synergy_HSA=3.06. (2) Cell line: SK-MEL-2. Drug 1: C1=NC2=C(N1)C(=S)N=C(N2)N. Synergy scores: CSS=28.7, Synergy_ZIP=-5.73, Synergy_Bliss=5.16, Synergy_Loewe=1.47, Synergy_HSA=4.87. Drug 2: C1=NC(=NC(=O)N1C2C(C(C(O2)CO)O)O)N. (3) Drug 1: COC1=CC(=CC(=C1O)OC)C2C3C(COC3=O)C(C4=CC5=C(C=C24)OCO5)OC6C(C(C7C(O6)COC(O7)C8=CC=CS8)O)O. Drug 2: CC1C(C(CC(O1)OC2CC(CC3=C2C(=C4C(=C3O)C(=O)C5=CC=CC=C5C4=O)O)(C(=O)C)O)N)O. Cell line: HCT-15. Synergy scores: CSS=42.5, Synergy_ZIP=-7.74, Synergy_Bliss=-12.7, Synergy_Loewe=-10.5, Synergy_HSA=-8.91.